This data is from Reaction yield outcomes from USPTO patents with 853,638 reactions. The task is: Predict the reaction yield, written as a fraction of the theoretical maximum amount of product (1.0 means a 100% yield; for example, 0.34 means a 34% yield). (1) The reactants are [N+:1]([C:4]1[CH:5]=[C:6]2[C:10](=[CH:11][CH:12]=1)[NH:9][CH:8]=[CH:7]2)([O-:3])=[O:2].[Al+3].[Cl-].[Cl-].[Cl-].Br[C:18]([CH3:21])([CH3:20])[CH3:19]. The catalyst is C(Cl)Cl. The product is [C:18]([C:7]1[C:6]2[C:10](=[CH:11][CH:12]=[C:4]([N+:1]([O-:3])=[O:2])[CH:5]=2)[NH:9][CH:8]=1)([CH3:21])([CH3:20])[CH3:19]. The yield is 0.310. (2) The reactants are F[C:2]1[CH:7]=[CH:6][N:5]=[C:4]([NH:8][C:9]2[CH:14]=[C:13]([O:15][CH3:16])[C:12]([O:17][CH3:18])=[C:11]([O:19][CH3:20])[CH:10]=2)[CH:3]=1.CC1C=C(O[C:36]2[CH:41]=[CH:40][N:39]=[C:38]([NH:42][C:43]3[CH:44]=[C:45](C=C[CH:50]=3)C#N)[CH:37]=2)C(C2C=CC=CN=2)=NC=1C.[C:51]([O-:54])([O-])=O.[K+].[K+]. The catalyst is CN(C=O)C. The product is [CH3:50][C:43]1[N:42]=[C:38]([N:39]2[CH2:37][CH2:36][CH2:41][CH2:40]2)[C:51]([O:54][C:2]2[CH:7]=[CH:6][N:5]=[C:4]([NH:8][C:9]3[CH:14]=[C:13]([O:15][CH3:16])[C:12]([O:17][CH3:18])=[C:11]([O:19][CH3:20])[CH:10]=3)[CH:3]=2)=[CH:45][CH:44]=1. The yield is 0.264. (3) The reactants are [OH:1][C:2]([CH:4]([C:6]1[CH:15]=[CH:14][C:9]([CH2:10][CH:11]([CH3:13])[CH3:12])=[CH:8][CH:7]=1)[CH3:5])=[O:3].[CH2:16]([NH2:24])[CH2:17][CH2:18][CH2:19][CH2:20][CH2:21][CH2:22][CH3:23]. The catalyst is C(#N)C. The product is [CH2:16]([NH3+:24])[CH2:17][CH2:18][CH2:19][CH2:20][CH2:21][CH2:22][CH3:23].[O-:3][C:2]([CH:4]([C:6]1[CH:7]=[CH:8][C:9]([CH2:10][CH:11]([CH3:12])[CH3:13])=[CH:14][CH:15]=1)[CH3:5])=[O:1]. The yield is 0.950. (4) The reactants are Cl.[NH2:2][C@@H:3]([CH2:7][CH:8]1[CH2:13][CH2:12][CH2:11][CH2:10][CH2:9]1)[C:4]([OH:6])=[O:5].[CH3:14][C:15]([O:18][C:19](O[C:19]([O:18][C:15]([CH3:17])([CH3:16])[CH3:14])=[O:20])=[O:20])([CH3:17])[CH3:16]. The catalyst is [OH-].[Na+].C1COCC1. The product is [C:15]([O:18][C:19]([NH:2][C@@H:3]([CH2:7][CH:8]1[CH2:13][CH2:12][CH2:11][CH2:10][CH2:9]1)[C:4]([OH:6])=[O:5])=[O:20])([CH3:17])([CH3:16])[CH3:14]. The yield is 0.920. (5) The reactants are [C:1]1([C:22]2[CH:27]=[CH:26][CH:25]=[CH:24][CH:23]=2)[CH:6]=[CH:5][CH:4]=[CH:3][C:2]=1[NH:7][C:8]([O:10][CH:11]1[CH2:16]CN(CCC(O)=O)C[CH2:12]1)=[O:9].CCN=[C:31]=[N:32][CH2:33][CH2:34][CH2:35][N:36]([CH3:38])[CH3:37].Cl.[OH:40]N1C2N=CC=CC=2N=N1.[CH2:50]([N:57]([CH2:74][C@@H:75]([C:84]1[CH:93]=[CH:92][C:91]([O:94][CH2:95][C:96]2[CH:101]=[CH:100][CH:99]=[CH:98][CH:97]=2)=[C:90]2[C:85]=1[CH:86]=[CH:87][C:88](=[O:102])[NH:89]2)[O:76][Si:77]([C:80]([CH3:83])([CH3:82])[CH3:81])([CH3:79])[CH3:78])[CH2:58][CH2:59][C:60]1[CH:61]=[C:62]([NH:66][C:67](=[O:73])[CH2:68][CH2:69][CH2:70]NC)[CH:63]=[CH:64][CH:65]=1)[C:51]1[CH:56]=[CH:55][CH:54]=[CH:53][CH:52]=1.N1C(C)=CC=CC=1C. The catalyst is CN(C=O)C.C(Cl)Cl.O. The product is [CH2:50]([N:57]([CH2:74][C@@H:75]([C:84]1[CH:93]=[CH:92][C:91]([O:94][CH2:95][C:96]2[CH:101]=[CH:100][CH:99]=[CH:98][CH:97]=2)=[C:90]2[C:85]=1[CH:86]=[CH:87][C:88](=[O:102])[NH:89]2)[O:76][Si:77]([C:80]([CH3:83])([CH3:82])[CH3:81])([CH3:79])[CH3:78])[CH2:58][CH2:59][C:60]1[CH:61]=[C:62]([NH:66][C:67]([CH2:68][CH2:69][CH2:70][N:32]([CH3:31])[C:33]([CH2:34][CH2:35][N:36]2[CH2:37][CH2:12][CH:11]([O:10][C:8](=[O:9])[NH:7][C:2]3[CH:3]=[CH:4][CH:5]=[CH:6][C:1]=3[C:22]3[CH:23]=[CH:24][CH:25]=[CH:26][CH:27]=3)[CH2:16][CH2:38]2)=[O:40])=[O:73])[CH:63]=[CH:64][CH:65]=1)[C:51]1[CH:56]=[CH:55][CH:54]=[CH:53][CH:52]=1. The yield is 0.720. (6) The reactants are [Na].Cl.[CH3:3][O:4][C:5](=[O:8])[CH2:6][NH2:7].Cl([O-])(=O)(=O)=O.CN(C)[CH:16]=[C:17]([C:22]1[CH:27]=[CH:26][CH:25]=[CH:24][CH:23]=1)[CH:18]=[N+](C)C.[CH2:29](O)C. No catalyst specified. The product is [C:22]1([C:17]2[CH:16]=[C:6]([C:5]([O:4][CH2:3][CH3:29])=[O:8])[NH:7][CH:18]=2)[CH:27]=[CH:26][CH:25]=[CH:24][CH:23]=1. The yield is 0.570. (7) The reactants are [NH2:1][C:2]([CH3:6])([CH3:5])[CH2:3][OH:4].[Si:7](Cl)([C:10]([CH3:13])([CH3:12])[CH3:11])([CH3:9])[CH3:8]. No catalyst specified. The product is [Si:7]([O:4][CH2:3][C:2]([CH3:6])([NH2:1])[CH3:5])([C:10]([CH3:13])([CH3:12])[CH3:11])([CH3:9])[CH3:8]. The yield is 0.950.